Task: Predict the product of the given reaction.. Dataset: Forward reaction prediction with 1.9M reactions from USPTO patents (1976-2016) Given the reactants [NH2:1][C:2]1[N:3]=[CH:4][C:5]([C:8]2[C:9]([F:19])=[C:10]([OH:18])[C:11]([CH:14]3[CH2:17][CH2:16][CH2:15]3)=[CH:12][CH:13]=2)=[N:6][CH:7]=1.Cl[C:21]1[N:26]=[C:25]([CH3:27])[N:24]=[C:23]([N:28]([CH3:30])[CH3:29])[CH:22]=1, predict the reaction product. The product is: [NH2:1][C:2]1[N:3]=[CH:4][C:5]([C:8]2[C:9]([F:19])=[C:10]([C:11]([CH:14]3[CH2:15][CH2:16][CH2:17]3)=[CH:12][CH:13]=2)[O:18][C:21]2[N:26]=[C:25]([CH3:27])[N:24]=[C:23]([N:28]([CH3:30])[CH3:29])[CH:22]=2)=[N:6][CH:7]=1.